From a dataset of Forward reaction prediction with 1.9M reactions from USPTO patents (1976-2016). Predict the product of the given reaction. (1) Given the reactants ClC1N=C([C:8]2[O:30][C:11]3[N:12]=[CH:13][N:14]=[C:15]([N:16]4[CH2:21][CH2:20][CH:19]([NH:22][C:23](=[O:29])[O:24][C:25]([CH3:28])([CH3:27])[CH3:26])[CH2:18][CH2:17]4)[C:10]=3[C:9]=2[C:31]2[CH:36]=[CH:35][C:34]([F:37])=[CH:33][CH:32]=2)C=CC=1.[C:38]([N:41]1[CH2:46][CH2:45][CH2:44][CH2:43][CH2:42]1)(=O)[CH3:39], predict the reaction product. The product is: [C:11]([NH:12][CH:44]1[CH2:45][CH2:46][N:41]([C:38]2[N:16]=[CH:17][C:18]([C:8]3[O:30][C:11]4[N:12]=[CH:13][N:14]=[C:15]([N:16]5[CH2:21][CH2:20][CH:19]([NH:22][C:23](=[O:29])[O:24][C:25]([CH3:26])([CH3:27])[CH3:28])[CH2:18][CH2:17]5)[C:10]=4[C:9]=3[C:31]3[CH:36]=[CH:35][C:34]([F:37])=[CH:33][CH:32]=3)=[CH:19][CH:39]=2)[CH2:42][CH2:43]1)(=[O:30])[CH3:10]. (2) Given the reactants FC(F)(F)C(O)=O.[CH3:8][C:9]1(OC(=O)C(C)=C)[N:13]([C:14](=[O:18])[C:15]([CH3:17])=[CH2:16])[C:12](=[O:19])[CH2:11][CH:10]1[C:20]1[CH:25]=[CH:24][CH:23]=[CH:22][CH:21]=1, predict the reaction product. The product is: [CH2:8]=[C:9]1[N:13]([C:14](=[O:18])[C:15]([CH3:17])=[CH2:16])[C:12](=[O:19])[CH2:11][CH:10]1[C:20]1[CH:21]=[CH:22][CH:23]=[CH:24][CH:25]=1. (3) Given the reactants CCN(C(C)C)C(C)C.Cl[C:11]1[N:16]=[C:15]([Cl:17])[N:14]=[CH:13][N:12]=1.[NH2:18][C:19]1[CH:20]=[C:21]([CH:29]=[CH:30][CH:31]=1)[CH2:22][S:23]([CH2:26][CH2:27][OH:28])(=[O:25])=[O:24], predict the reaction product. The product is: [Cl:17][C:15]1[N:14]=[CH:13][N:12]=[C:11]([NH:18][C:19]2[CH:20]=[C:21]([CH:29]=[CH:30][CH:31]=2)[CH2:22][S:23]([CH2:26][CH2:27][OH:28])(=[O:25])=[O:24])[N:16]=1. (4) The product is: [Cl-:1].[Cl:1][C:2]1[CH:3]=[N:4][N:5]([C:7]2[CH:8]=[C:9]([CH3:32])[C:10]([CH:14]3[C:18](=[O:19])[CH2:17][CH:16]([CH2:20][CH2:21][NH3+:22])[C:15]3=[O:30])=[C:11]([CH3:13])[CH:12]=2)[CH:6]=1. Given the reactants [Cl:1][C:2]1[CH:3]=[N:4][N:5]([C:7]2[CH:12]=[C:11]([CH3:13])[C:10]([C:14]3[C:18](=[O:19])[CH2:17][CH:16]([CH2:20][CH2:21][NH:22]C(=O)OC(C)(C)C)[C:15]=3[O:30]C)=[C:9]([CH3:32])[CH:8]=2)[CH:6]=1.Cl, predict the reaction product. (5) Given the reactants [OH:1][C:2]1([CH2:26][OH:27])[CH2:7][CH2:6][N:5]([C:8]2[CH:13]=[CH:12][C:11]([N:14]3[CH2:18][C@H:17]([CH2:19][NH:20][C:21](=[O:23])[CH3:22])[O:16][C:15]3=[O:24])=[CH:10][C:9]=2[F:25])[CH2:4][CH2:3]1.C=O.[C:30]1(C)C=CC(S(O)(=O)=O)=CC=1, predict the reaction product. The product is: [O:1]1[C:2]2([CH2:3][CH2:4][N:5]([C:8]3[CH:13]=[CH:12][C:11]([N:14]4[CH2:18][C@H:17]([CH2:19][NH:20][C:21](=[O:23])[CH3:22])[O:16][C:15]4=[O:24])=[CH:10][C:9]=3[F:25])[CH2:6][CH2:7]2)[CH2:26][O:27][CH2:30]1. (6) Given the reactants N.[CH3:2][N:3]1[CH:8]2[CH2:9][CH2:10][CH:4]1[CH2:5][CH:6]([N:11]1[CH:15]=[C:14]([N+:16]([O-])=O)[CH:13]=[N:12]1)[CH2:7]2, predict the reaction product. The product is: [CH3:2][N:3]1[CH:8]2[CH2:9][CH2:10][CH:4]1[CH2:5][CH:6]([N:11]1[CH:15]=[C:14]([NH2:16])[CH:13]=[N:12]1)[CH2:7]2. (7) Given the reactants [CH3:1][C:2]1[C:6]2[C:7](=[O:18])[N:8]([CH2:11][CH2:12][N:13]3[CH2:17][CH2:16][CH2:15][CH2:14]3)[CH2:9][CH2:10][C:5]=2[NH:4][C:3]=1[CH:19]=O.[N:21]1[CH:26]=[CH:25][C:24]([C:27]2[CH:35]=[CH:34][CH:33]=[C:32]3[C:28]=2[CH2:29][C:30](=[O:36])[NH:31]3)=[CH:23][CH:22]=1, predict the reaction product. The product is: [CH3:1][C:2]1[C:6]2[C:7](=[O:18])[N:8]([CH2:11][CH2:12][N:13]3[CH2:14][CH2:15][CH2:16][CH2:17]3)[CH2:9][CH2:10][C:5]=2[NH:4][C:3]=1[CH:19]=[C:29]1[C:28]2[C:32](=[CH:33][CH:34]=[CH:35][C:27]=2[C:24]2[CH:23]=[CH:22][N:21]=[CH:26][CH:25]=2)[NH:31][C:30]1=[O:36]. (8) Given the reactants [C:1]([O:4][C:5]1[C:10]([CH3:11])=[CH:9][C:8]([OH:12])=[C:7]([CH3:13])[CH:6]=1)(=[O:3])[CH3:2].C(=O)([O-])[O-].[K+].[K+].Cl[CH2:21][CH:22]1[CH2:24][O:23]1, predict the reaction product. The product is: [C:1]([O:4][C:5]1[C:10]([CH3:11])=[CH:9][C:8]([O:12][CH2:21][CH:22]2[O:23][CH2:24]2)=[C:7]([CH3:13])[CH:6]=1)(=[O:3])[CH3:2]. (9) Given the reactants [C:1]([C:4]1[CH:5]=[C:6]([NH:10][C:11](=[O:13])[CH3:12])[CH:7]=[CH:8][CH:9]=1)(=[O:3])[CH3:2].CO[CH:16](OC)[N:17]([CH3:19])[CH3:18], predict the reaction product. The product is: [CH3:16][N:17]([CH3:19])[CH:18]=[CH:2][C:1]([C:4]1[CH:5]=[C:6]([NH:10][C:11](=[O:13])[CH3:12])[CH:7]=[CH:8][CH:9]=1)=[O:3]. (10) Given the reactants Cl[C:2]1[N:7]=[C:6]([Cl:8])[CH:5]=[C:4]([Cl:9])[N:3]=1.C(N(CC)CC)C.[F:17][C:18]1[CH:23]=[CH:22][C:21]([C@@H:24]([NH2:26])[CH3:25])=[CH:20][CH:19]=1, predict the reaction product. The product is: [Cl:9][C:4]1[CH:5]=[C:6]([Cl:8])[N:7]=[C:2]([NH:26][C@H:24]([C:21]2[CH:22]=[CH:23][C:18]([F:17])=[CH:19][CH:20]=2)[CH3:25])[N:3]=1.